This data is from Catalyst prediction with 721,799 reactions and 888 catalyst types from USPTO. The task is: Predict which catalyst facilitates the given reaction. (1) Reactant: [C:1]1([C:7]2([C:11]([OH:13])=O)[CH2:10][CH2:9][CH2:8]2)[CH:6]=[CH:5][CH:4]=[CH:3][CH:2]=1.CN(C(ON1N=N[C:24]2[CH:25]=[CH:26][CH:27]=[N:28][C:23]1=2)=[N+](C)C)C.F[P-](F)(F)(F)(F)F.C(N(C(C)C)CC)(C)C.N1CCCCC1. Product: [C:1]1([C:7]2([C:11]([N:28]3[CH2:23][CH2:24][CH2:25][CH2:26][CH2:27]3)=[O:13])[CH2:8][CH2:9][CH2:10]2)[CH:2]=[CH:3][CH:4]=[CH:5][CH:6]=1. The catalyst class is: 1. (2) Reactant: [CH3:1][CH2:2][CH2:3]CCC.[CH2:7]([Li])[CH2:8][CH2:9][CH3:10].[CH2:12]([O:19]C1C=CC=CC=1Br)[C:13]1[CH:18]=[CH:17][CH:16]=[CH:15][CH:14]=1.[F:27][C:28]([F:38])([F:37])[C:29]1[CH:36]=[CH:35][C:32](C=O)=[CH:31][CH:30]=1.[OH2:39]. Product: [CH2:7]([O:39][C:18]1[CH:17]=[CH:16][CH:15]=[CH:14][C:13]=1[CH:12]([C:35]1[CH:32]=[CH:31][CH:30]=[C:29]([C:28]([F:27])([F:37])[F:38])[CH:36]=1)[OH:19])[C:8]1[CH:3]=[CH:2][CH:1]=[CH:10][CH:9]=1. The catalyst class is: 1. (3) Reactant: P(Cl)(Cl)(Cl)=O.CN(C)[CH:8]=[O:9].[Cl:11][C:12]1[CH:13]=[CH:14][C:15]([N:30]2[CH:34]=[CH:33][CH:32]=[CH:31]2)=[C:16]([C:18]([C:20]2[C:29]3[C:24](=[CH:25][CH:26]=[CH:27][CH:28]=3)[CH:23]=[CH:22][CH:21]=2)=[O:19])[CH:17]=1.C([O-])(=O)C.[Na+]. Product: [Cl:11][C:12]1[CH:13]=[CH:14][C:15]([N:30]2[CH:34]=[CH:33][CH:32]=[C:31]2[CH:8]=[O:9])=[C:16]([C:18]([C:20]2[C:29]3[C:24](=[CH:25][CH:26]=[CH:27][CH:28]=3)[CH:23]=[CH:22][CH:21]=2)=[O:19])[CH:17]=1. The catalyst class is: 4.